Dataset: Full USPTO retrosynthesis dataset with 1.9M reactions from patents (1976-2016). Task: Predict the reactants needed to synthesize the given product. (1) Given the product [CH2:1]([O:8][C:9]([NH:11][C@@H:12]([CH2:17][C:18]1[CH:23]=[CH:22][C:21]([O:24][P:34]([O:39][CH2:40][CH3:41])([O:36][CH2:37][CH3:38])=[O:35])=[C:20]([CH:25]=[O:26])[CH:19]=1)[C:13]([O:15][CH3:16])=[O:14])=[O:10])[C:2]1[CH:7]=[CH:6][CH:5]=[CH:4][CH:3]=1, predict the reactants needed to synthesize it. The reactants are: [CH2:1]([O:8][C:9]([NH:11][C@@H:12]([CH2:17][C:18]1[CH:23]=[CH:22][C:21]([OH:24])=[C:20]([CH:25]=[O:26])[CH:19]=1)[C:13]([O:15][CH3:16])=[O:14])=[O:10])[C:2]1[CH:7]=[CH:6][CH:5]=[CH:4][CH:3]=1.C(N(CC)CC)C.[P:34](Cl)([O:39][CH2:40][CH3:41])([O:36][CH2:37][CH3:38])=[O:35]. (2) Given the product [N:1]1([CH2:7][CH2:8][CH2:9][O:10][C:11]2[CH:16]=[CH:15][C:14]([NH:17][C:25]([NH:24][C:18]3[CH:23]=[CH:22][CH:21]=[CH:20][CH:19]=3)=[O:26])=[CH:13][CH:12]=2)[CH2:6][CH2:5][O:4][CH2:3][CH2:2]1, predict the reactants needed to synthesize it. The reactants are: [N:1]1([CH2:7][CH2:8][CH2:9][O:10][C:11]2[CH:16]=[CH:15][C:14]([NH2:17])=[CH:13][CH:12]=2)[CH2:6][CH2:5][O:4][CH2:3][CH2:2]1.[C:18]1([N:24]=[C:25]=[O:26])[CH:23]=[CH:22][CH:21]=[CH:20][CH:19]=1. (3) Given the product [CH2:1]([O:8][C:9]([C@H:11]1[CH2:16][CH2:15][C@@H:14]([NH:17][CH2:27][CH2:26][O:25][CH2:18][C:19]2[CH:24]=[CH:23][CH:22]=[CH:21][CH:20]=2)[CH2:13][CH2:12]1)=[O:10])[C:2]1[CH:7]=[CH:6][CH:5]=[CH:4][CH:3]=1, predict the reactants needed to synthesize it. The reactants are: [CH2:1]([O:8][C:9]([C@H:11]1[CH2:16][CH2:15][C@@H:14]([NH2:17])[CH2:13][CH2:12]1)=[O:10])[C:2]1[CH:7]=[CH:6][CH:5]=[CH:4][CH:3]=1.[CH2:18]([O:25][CH2:26][CH:27]=O)[C:19]1[CH:24]=[CH:23][CH:22]=[CH:21][CH:20]=1.[BH-](OC(C)=O)(OC(C)=O)OC(C)=O.[Na+]. (4) Given the product [CH2:1]([C:3]1([C:15]2[CH:20]=[CH:19][CH:18]=[C:17]([OH:21])[CH:16]=2)[CH2:9][CH2:8][CH2:7][CH2:6][N:5]([CH2:10][CH2:11][CH2:12][OH:13])[C:4]1=[O:14])[CH3:2], predict the reactants needed to synthesize it. The reactants are: [CH2:1]([C:3]1([C:15]2[CH:20]=[CH:19][CH:18]=[C:17]([O:21]C)[CH:16]=2)[CH2:9][CH2:8][CH2:7][CH2:6][N:5]([CH2:10][CH2:11][CH2:12][OH:13])[C:4]1=[O:14])[CH3:2].B(Br)(Br)Br. (5) Given the product [Cl:7][C:6]1[S:5][C:4]([C:8]([O:10][CH3:11])=[O:9])=[CH:3][C:2]=1[C:18]1[N:14]([CH2:12][CH3:13])[N:15]=[CH:16][C:17]=1[CH3:28], predict the reactants needed to synthesize it. The reactants are: Br[C:2]1[CH:3]=[C:4]([C:8]([O:10][CH3:11])=[O:9])[S:5][C:6]=1[Cl:7].[CH2:12]([N:14]1[C:18](B2OC(C)(C)C(C)(C)O2)=[C:17]([CH3:28])[CH:16]=[N:15]1)[CH3:13].C(=O)([O-])[O-].[Na+].[Na+]. (6) The reactants are: Cl[C:2]1[N:7]=[C:6]([N:8]2[CH2:13][CH2:12][O:11][CH2:10][CH2:9]2)[C:5]([C:14]#[N:15])=[CH:4][N:3]=1.[CH:16]([NH:19][CH2:20][CH2:21][CH2:22][NH:23][S:24]([C:27]1[CH:33]=[CH:32][C:30]([NH2:31])=[CH:29][CH:28]=1)(=[O:26])=[O:25])([CH3:18])[CH3:17].Cl. Given the product [C:14]([C:5]1[C:6]([N:8]2[CH2:13][CH2:12][O:11][CH2:10][CH2:9]2)=[N:7][C:2]([NH:31][C:30]2[CH:32]=[CH:33][C:27]([S:24](=[O:26])(=[O:25])[NH:23][CH2:22][CH2:21][CH2:20][NH:19][CH:16]([CH3:17])[CH3:18])=[CH:28][CH:29]=2)=[N:3][CH:4]=1)#[N:15], predict the reactants needed to synthesize it. (7) Given the product [CH3:12][CH:13]([CH3:33])[C:14]([O:16][CH:17]([O:19][C:20]([CH:22]([NH2:32])[C@H:23]1[CH2:24][CH2:25][C@H:26]([C:29]([O-:31])=[O:30])[CH2:27][CH2:28]1)=[O:21])[CH3:18])=[O:15].[Na+:38], predict the reactants needed to synthesize it. The reactants are: C1C[C@H](C(O)=O)CC[C@H]1CN.[CH3:12][CH:13]([CH3:33])[C:14]([O:16][CH:17]([O:19][C:20]([CH:22]([NH2:32])[C@H:23]1[CH2:28][CH2:27][C@H:26]([C:29]([OH:31])=[O:30])[CH2:25][CH2:24]1)=[O:21])[CH3:18])=[O:15].C(=O)(O)[O-].[Na+:38].C(#N)C. (8) Given the product [C:25]([CH:24]([C:20]1[CH:19]=[N:18][CH:23]=[CH:22][CH:21]=1)[CH:11]([C:8]1[CH:7]=[CH:6][C:5]([CH3:4])=[CH:10][CH:9]=1)[CH2:12][C:13]([O:15][CH2:16][CH3:17])=[O:14])#[N:26], predict the reactants needed to synthesize it. The reactants are: C[O-].[Na+].[CH3:4][C:5]1[CH:10]=[CH:9][C:8]([CH:11]=[CH:12][C:13]([O:15][CH2:16][CH3:17])=[O:14])=[CH:7][CH:6]=1.[N:18]1[CH:23]=[CH:22][CH:21]=[C:20]([CH2:24][C:25]#[N:26])[CH:19]=1.